Predict the reactants needed to synthesize the given product. From a dataset of Full USPTO retrosynthesis dataset with 1.9M reactions from patents (1976-2016). (1) Given the product [Cl:18][C:19]1[C:24]([O:25][CH3:26])=[CH:23][CH:22]=[CH:21][C:20]=1/[CH:27]=[CH:28]/[CH:29]=[C:7]([C:1]1[CH:6]=[CH:5][CH:4]=[CH:3][CH:2]=1)[C:8]([OH:10])=[O:9], predict the reactants needed to synthesize it. The reactants are: [C:1]1([CH2:7][C:8]([OH:10])=[O:9])[CH:6]=[CH:5][CH:4]=[CH:3][CH:2]=1.C(N(CC)CC)C.[Cl:18][C:19]1[C:24]([O:25][CH3:26])=[CH:23][CH:22]=[CH:21][C:20]=1/[CH:27]=[CH:28]/[CH:29]=O.C(OC(=O)C)(=O)C.Cl. (2) The reactants are: [N+:1]([C:4]1[CH:9]=[CH:8][C:7]([CH2:10][C:11]([OH:13])=O)=[CH:6][CH:5]=1)([O-:3])=[O:2].CN(C)C=O.C(Cl)(=O)C(Cl)=O.[CH3:25][O:26][C:27]1[CH:36]=[CH:35][C:34]([N:37]2[CH2:42][CH2:41][N:40]([CH3:43])[CH2:39][CH2:38]2)=[C:33]2[C:28]=1[CH2:29][CH2:30][NH:31][CH2:32]2. Given the product [CH3:25][O:26][C:27]1[CH:36]=[CH:35][C:34]([N:37]2[CH2:38][CH2:39][N:40]([CH3:43])[CH2:41][CH2:42]2)=[C:33]2[C:28]=1[CH2:29][CH2:30][N:31]([C:11](=[O:13])[CH2:10][C:7]1[CH:6]=[CH:5][C:4]([N+:1]([O-:3])=[O:2])=[CH:9][CH:8]=1)[CH2:32]2, predict the reactants needed to synthesize it. (3) Given the product [CH:10]1[C:11]2[CH:12]([CH2:14][O:15][C:16](=[O:36])[NH:17][C:18]([N:21]3[C:29]4[C:24](=[CH:25][CH:26]=[C:27]5[CH:33]=[C:32]([O:34][CH3:35])[CH:31]=[CH:30][C:28]5=4)[CH:23]=[N:22]3)([CH3:20])[CH3:19])[C:13]3[C:5](=[CH:4][CH:3]=[CH:2][CH:1]=3)[C:6]=2[CH:7]=[CH:8][CH:9]=1, predict the reactants needed to synthesize it. The reactants are: [CH:1]1[C:13]2[CH:12]([CH2:14][O:15][C:16](=[O:36])[NH:17][C:18]([N:21]3[C:29]4[C:28]5[CH:30]=[CH:31][C:32]([O:34][CH3:35])=[CH:33][C:27]=5[CH2:26][CH2:25][C:24]=4[CH:23]=[N:22]3)([CH3:20])[CH3:19])[C:11]3[C:6](=[CH:7][CH:8]=[CH:9][CH:10]=3)[C:5]=2[CH:4]=[CH:3][CH:2]=1.C(C1C(=O)C(Cl)=C(Cl)C(=O)C=1C#N)#N.C([O-])(O)=O.[Na+]. (4) Given the product [Br:2][C:3]1[CH:4]=[C:5]2[C:10](=[CH:11][CH:12]=1)[CH2:9][N:8]([C:14](=[O:15])[CH2:13][OH:16])[CH2:7][CH2:6]2, predict the reactants needed to synthesize it. The reactants are: Cl.[Br:2][C:3]1[CH:4]=[C:5]2[C:10](=[CH:11][CH:12]=1)[CH2:9][NH:8][CH2:7][CH2:6]2.[C:13](O)(=[O:16])[CH2:14][OH:15].O.ON1C2C=CC=CC=2N=N1.Cl.C(N=C=N)C.CN1CCOCC1.Cl. (5) Given the product [Cl:38][C:39]1[CH:40]=[C:41]([NH:45][C:16]([N:13]2[CH2:14][CH2:15][C:10]3[NH:9][N:8]=[C:7]([C:4]4[CH2:5][CH2:6][CH:2]([OH:1])[CH:3]=4)[C:11]=3[CH2:12]2)=[O:18])[CH:42]=[CH:43][CH:44]=1, predict the reactants needed to synthesize it. The reactants are: [OH:1][CH:2]1[CH2:6][CH2:5][C:4]([C:7]2[C:11]3[CH2:12][N:13]([C:16]([O:18]C(C)(C)C)=O)[CH2:14][CH2:15][C:10]=3[N:9](COCC[Si](C)(C)C)[N:8]=2)=[CH:3]1.Cl.O1CCOCC1.[Cl:38][C:39]1[CH:40]=[C:41]([NH:45]C(=O)OC2C=CC=CC=2)[CH:42]=[CH:43][CH:44]=1. (6) Given the product [CH:1]1([N:6]2[CH2:12][C:11]([F:13])([F:14])[C:10](=[O:15])[N:9]([CH3:16])[C:8]3[CH:17]=[N:18][C:19]([NH:21][C:22]4[CH:30]=[CH:29][C:25]([C:26]([NH:48][CH:43]5[CH2:42][N:47]([CH3:46])[CH2:44]5)=[O:28])=[CH:24][C:23]=4[O:31][CH3:32])=[N:20][C:7]2=3)[CH2:2][CH2:3][CH2:4][CH2:5]1, predict the reactants needed to synthesize it. The reactants are: [CH:1]1([N:6]2[CH2:12][C:11]([F:14])([F:13])[C:10](=[O:15])[N:9]([CH3:16])[C:8]3[CH:17]=[N:18][C:19]([NH:21][C:22]4[CH:30]=[CH:29][C:25]([C:26]([OH:28])=O)=[CH:24][C:23]=4[O:31][CH3:32])=[N:20][C:7]2=3)[CH2:5][CH2:4][CH2:3][CH2:2]1.CN(C(ON1N=[N:48][C:43]2[CH:44]=C[CH:46]=[N:47][C:42]1=2)=[N+](C)C)C.F[P-](F)(F)(F)(F)F.Cl.CN1CC(N)C1. (7) Given the product [O:1]1[C:5]2[CH:6]=[CH:7][C:8]([CH:10]=[C:11]([C:15]3[CH:20]=[CH:19][C:18]([O:21][C:22]4[CH:27]=[CH:26][C:25]([CH2:28][CH2:29][C:30](=[O:32])[NH2:31])=[CH:24][CH:23]=4)=[CH:17][CH:16]=3)[C:12]([N:34]([CH3:35])[CH3:33])=[O:13])=[CH:9][C:4]=2[O:3][CH2:2]1, predict the reactants needed to synthesize it. The reactants are: [O:1]1[C:5]2[CH:6]=[CH:7][C:8]([CH:10]=[C:11]([C:15]3[CH:20]=[CH:19][C:18]([O:21][C:22]4[CH:27]=[CH:26][C:25]([CH2:28][CH2:29][C:30](=[O:32])[NH2:31])=[CH:24][CH:23]=4)=[CH:17][CH:16]=3)[C:12](O)=[O:13])=[CH:9][C:4]=2[O:3][CH2:2]1.[CH3:33][N:34](C=O)[CH3:35].CN([P+](ON1N=NC2C=CC=CC1=2)(N(C)C)N(C)C)C.F[P-](F)(F)(F)(F)F.CNC.